Dataset: Full USPTO retrosynthesis dataset with 1.9M reactions from patents (1976-2016). Task: Predict the reactants needed to synthesize the given product. (1) Given the product [Cl:27][C:24]1[CH:25]=[CH:26][C:21]([O:20][CH2:19][CH2:18][CH2:17][CH2:16][N:4]2[C:5](=[O:6])[C:7]3[C:12](=[CH:11][CH:10]=[CH:9][CH:8]=3)[S:1]2(=[O:2])=[O:3])=[CH:22][CH:23]=1, predict the reactants needed to synthesize it. The reactants are: [S:1]1([C:12]2[C:7](=[CH:8][CH:9]=[CH:10][CH:11]=2)[C:5](=[O:6])[NH:4]1)(=[O:3])=[O:2].[H-].[Na+].Br[CH2:16][CH2:17][CH2:18][CH2:19][O:20][C:21]1[CH:26]=[CH:25][C:24]([Cl:27])=[CH:23][CH:22]=1. (2) The reactants are: [CH:1](N(CC)C(C)C)(C)C.[CH3:10][N:11]([C:13]([O:17]N1N=NC2C=CC=NC1=2)=[N+](C)C)[CH3:12].F[P-](F)(F)(F)(F)F.[F:34][C:35]1[CH:36]=[CH:37][C:38]([O:72][CH3:73])=[C:39]([C:41]([CH3:71])([CH3:70])[CH2:42][C:43]([OH:69])([C:65]([F:68])([F:67])[F:66])[CH2:44][NH:45][C:46]2[CH:54]=[C:53]([CH3:55])[CH:52]=[C:51]3[C:47]=2[CH:48]=[N:49][N:50]3[C:56]2[CH:57]=[C:58]([CH:62]=[CH:63][CH:64]=2)C(O)=O)[CH:40]=1.CN[C@H]([C:78]([OH:80])=[O:79])C. Given the product [F:34][C:35]1[CH:36]=[CH:37][C:38]([O:72][CH3:73])=[C:39]([C:41]([CH3:71])([CH3:70])[CH2:42][C:43]([OH:69])([C:65]([F:68])([F:67])[F:66])[CH2:44][NH:45][C:46]2[CH:54]=[C:53]([CH3:55])[CH:52]=[C:51]3[C:47]=2[CH:48]=[N:49][N:50]3[C:56]2[CH:57]=[C:58]([C:13]([N:11]([CH3:12])[C@H:10]([C:78]([OH:80])=[O:79])[CH3:1])=[O:17])[CH:62]=[CH:63][CH:64]=2)[CH:40]=1, predict the reactants needed to synthesize it. (3) Given the product [F:40][C:35]1[CH:34]=[C:33]([C:4]2[CH:5]=[CH:6][C:7]([C:8]([NH:10][C@@H:11]([C:23]([O:25][CH2:26][C:27]3[CH:28]=[CH:29][CH:30]=[CH:31][CH:32]=3)=[O:24])[CH2:12][C:13]([O:15][CH2:16][C:17]3[CH:18]=[CH:19][CH:20]=[CH:21][CH:22]=3)=[O:14])=[O:9])=[C:2]([NH:1][C:42]([NH:41][C:44]3[C:45]([CH3:52])=[CH:46][C:47]([CH3:51])=[CH:48][C:49]=3[CH3:50])=[O:43])[CH:3]=2)[CH:38]=[CH:37][C:36]=1[F:39], predict the reactants needed to synthesize it. The reactants are: [NH2:1][C:2]1[CH:3]=[C:4]([C:33]2[CH:38]=[CH:37][C:36]([F:39])=[C:35]([F:40])[CH:34]=2)[CH:5]=[CH:6][C:7]=1[C:8]([NH:10][C@@H:11]([C:23]([O:25][CH2:26][C:27]1[CH:32]=[CH:31][CH:30]=[CH:29][CH:28]=1)=[O:24])[CH2:12][C:13]([O:15][CH2:16][C:17]1[CH:22]=[CH:21][CH:20]=[CH:19][CH:18]=1)=[O:14])=[O:9].[N:41]([C:44]1[C:49]([CH3:50])=[CH:48][C:47]([CH3:51])=[CH:46][C:45]=1[CH3:52])=[C:42]=[O:43]. (4) The reactants are: [CH:1]1([N:4]2[C:8]([CH:9]3[CH2:11][CH2:10]3)=[N:7][N:6]=[C:5]2[C:12]([C:15]2[S:19][C:18]([C:20]([F:23])([F:22])[F:21])=[C:17]([CH:24]=O)[CH:16]=2)([CH3:14])[CH3:13])[CH2:3][CH2:2]1.[ClH:26].NO.C([N:31](CC)CC)C. Given the product [ClH:26].[CH:1]1([N:4]2[C:8]([CH:9]3[CH2:11][CH2:10]3)=[N:7][N:6]=[C:5]2[C:12]([C:15]2[S:19][C:18]([C:20]([F:23])([F:22])[F:21])=[C:17]([C:24]#[N:31])[CH:16]=2)([CH3:14])[CH3:13])[CH2:3][CH2:2]1, predict the reactants needed to synthesize it. (5) Given the product [O:63]1[C:55]2[CH:54]=[C:53]([CH2:52][NH:51][C@@H:48]3[CH2:49][CH2:50][C@H:45]([CH2:44][CH2:43][C:42]4[C:41]5[C:36](=[CH:37][CH:38]=[C:39]([O:71][CH3:72])[N:40]=5)[N:35]=[CH:34][C:33]=4[F:32])[NH:46][CH2:47]3)[N:62]=[CH:61][C:56]=2[O:57][CH2:58][CH2:59]1, predict the reactants needed to synthesize it. The reactants are: N([C@H]1CN(C(OC(C)(C)C)=O)[C@@H](CCC2C3C(=CC=C(OC)N=3)N=CC=2F)CC1)=[N+]=[N-].[F:32][C:33]1[CH:34]=[N:35][C:36]2[C:41]([C:42]=1[CH2:43][CH2:44][C@H:45]1[CH2:50][CH2:49][C@H:48]([NH:51][CH2:52][C:53]3[CH:54]=[CH:55][C:56]4[O:57][CH2:58][C:59](=[O:63])N[C:61]=4[N:62]=3)[CH2:47][N:46]1C(OC(C)(C)C)=O)=[N:40][C:39]([O:71][CH3:72])=[CH:38][CH:37]=2.